Dataset: Caco-2 cell permeability data measuring drug intestinal absorption for ~900 compounds. Task: Regression/Classification. Given a drug SMILES string, predict its absorption, distribution, metabolism, or excretion properties. Task type varies by dataset: regression for continuous measurements (e.g., permeability, clearance, half-life) or binary classification for categorical outcomes (e.g., BBB penetration, CYP inhibition). For this dataset (caco2_wang), we predict Y. (1) The drug is CC(C)CCn1c(=O)c(C2=NS(=O)(=O)c3ccccc3N2)c(O)c2cccn21. The Y is -4.96 log Papp (cm/s). (2) The compound is CC1CCN(C(=O)CC(Cc2cccc(N)c2)NS(=O)(=O)c2ccc3ccccc3c2)CC1. The Y is -5.00 log Papp (cm/s). (3) The molecule is ON(O)NC1=NCCN1Cc1ccc(Cl)nc1. The Y is -4.67 log Papp (cm/s). (4) The molecule is C[C@@H]1CC[C@H]2[C@@H](C)[C@H](OC(=O)CCC(=O)O)O[C@@H]3O[C@@]4(C)CC[C@@H]1[C@@]23OO4. The Y is -5.40 log Papp (cm/s). (5) The drug is C[C@@H]1O[C@@H](Oc2c(-c3ccc(O)c(O)c3)oc3cc(O)cc(O)c3c2=O)[C@@H](O)[C@H](O)[C@@H]1O. The Y is -6.10 log Papp (cm/s). (6) The molecule is CN(C)C(=O)C(CCN1CCC(O)(c2ccc(Cl)cc2)CC1)(c1ccccc1)c1ccccc1. The Y is -4.97 log Papp (cm/s).